Task: Predict which catalyst facilitates the given reaction.. Dataset: Catalyst prediction with 721,799 reactions and 888 catalyst types from USPTO (1) Reactant: N1(CC(O)=O)CCNCC1.[CH2:11]([NH:18][CH2:19][CH2:20][NH:21][CH2:22][C:23]1[CH:28]=[CH:27][CH:26]=[CH:25][CH:24]=1)[C:12]1[CH:17]=[CH:16][CH:15]=[CH:14][CH:13]=1.CCN(CC)CC.Br[CH2:37]/[CH:38]=[CH:39]/[C:40]([O:42][CH3:43])=[O:41]. Product: [CH2:11]([N:18]1[CH2:19][CH2:20][N:21]([CH2:22][C:23]2[CH:28]=[CH:27][CH:26]=[CH:25][CH:24]=2)[CH2:37][CH:38]1[CH2:39][C:40]([O:42][CH3:43])=[O:41])[C:12]1[CH:13]=[CH:14][CH:15]=[CH:16][CH:17]=1. The catalyst class is: 11. (2) Reactant: [Br:1][C:2]1[CH:3]=[CH:4][C:5]([F:19])=[C:6]([C:8]([NH:14][C:15](=[O:18])[CH2:16]Cl)([CH:11]2[CH2:13][CH2:12]2)[CH2:9][OH:10])[CH:7]=1.CC(C)([O-])C.[K+]. Product: [Br:1][C:2]1[CH:3]=[CH:4][C:5]([F:19])=[C:6]([C:8]2([CH:11]3[CH2:13][CH2:12]3)[NH:14][C:15](=[O:18])[CH2:16][O:10][CH2:9]2)[CH:7]=1. The catalyst class is: 107. (3) Reactant: [CH:1]1([C:7]2[C:12]([F:13])=[CH:11][C:10]([O:14]C)=[CH:9][C:8]=2[O:16]C)[CH2:6][CH2:5][CH2:4][CH2:3][CH2:2]1. Product: [CH:1]1([C:7]2[C:12]([F:13])=[CH:11][C:10]([OH:14])=[CH:9][C:8]=2[OH:16])[CH2:2][CH2:3][CH2:4][CH2:5][CH2:6]1. The catalyst class is: 682.